Dataset: Forward reaction prediction with 1.9M reactions from USPTO patents (1976-2016). Task: Predict the product of the given reaction. (1) Given the reactants [CH2:1]([O:5][CH2:6][CH2:7][O:8][C:9]1[CH:14]=[CH:13][C:12]([C:15]2[CH:16]=[CH:17][C:18]3[N:24]([CH2:25][CH:26]([CH3:28])[CH3:27])[CH2:23][CH2:22][C:21]([C:29]([NH:31][C:32]4[CH:37]=[CH:36][C:35]([S:38][CH2:39][C:40]5[N:44]([CH3:45])[N:43]=[CH:42][N:41]=5)=[CH:34][CH:33]=4)=[O:30])=[CH:20][C:19]=3[CH:46]=2)=[CH:11][CH:10]=1)[CH2:2][CH2:3][CH3:4].ClC1C=CC=C(C(OO)=[O:55])C=1.S([O-])([O-])(=O)=S.[Na+].[Na+], predict the reaction product. The product is: [CH2:1]([O:5][CH2:6][CH2:7][O:8][C:9]1[CH:10]=[CH:11][C:12]([C:15]2[CH:16]=[CH:17][C:18]3[N:24]([CH2:25][CH:26]([CH3:27])[CH3:28])[CH2:23][CH2:22][C:21]([C:29]([NH:31][C:32]4[CH:33]=[CH:34][C:35]([S:38]([CH2:39][C:40]5[N:44]([CH3:45])[N:43]=[CH:42][N:41]=5)=[O:55])=[CH:36][CH:37]=4)=[O:30])=[CH:20][C:19]=3[CH:46]=2)=[CH:13][CH:14]=1)[CH2:2][CH2:3][CH3:4]. (2) Given the reactants [CH2:1]1[N:6]([CH:7]([C:13]2[CH:14]=[N:15][CH:16]=[CH:17][CH:18]=2)[C:8]([O:10]CC)=[O:9])[CH2:5][CH2:4][N:3]2[CH2:19][CH2:20][CH2:21][C@@H:2]12.[OH-].[K+:23], predict the reaction product. The product is: [CH2:1]1[N:6]([CH:7]([C:13]2[CH:14]=[N:15][CH:16]=[CH:17][CH:18]=2)[C:8]([O-:10])=[O:9])[CH2:5][CH2:4][N:3]2[CH2:19][CH2:20][CH2:21][C@@H:2]12.[K+:23]. (3) Given the reactants [Si]([O:18][CH2:19][CH2:20][N:21]1[CH2:26][CH2:25][CH2:24][N:23]([C:27]2[CH:32]=[CH:31][C:30]([N:33]3[CH2:37][C@H:36]([CH2:38][NH:39][C:40]([C:42]4[S:43][C:44]([Cl:47])=[CH:45][CH:46]=4)=[O:41])[O:35][C:34]3=[O:48])=[CH:29][C:28]=2[C:49]([F:52])([F:51])[F:50])[C:22]1=[O:53])(C(C)(C)C)(C1C=CC=CC=1)C1C=CC=CC=1.[F-].C([N+](CCCC)(CCCC)CCCC)CCC, predict the reaction product. The product is: [Cl:47][C:44]1[S:43][C:42]([C:40]([NH:39][CH2:38][C@@H:36]2[O:35][C:34](=[O:48])[N:33]([C:30]3[CH:31]=[CH:32][C:27]([N:23]4[CH2:24][CH2:25][CH2:26][N:21]([CH2:20][CH2:19][OH:18])[C:22]4=[O:53])=[C:28]([C:49]([F:51])([F:50])[F:52])[CH:29]=3)[CH2:37]2)=[O:41])=[CH:46][CH:45]=1. (4) Given the reactants [C:1]1(=[O:7])[O:6][C:4](=O)[CH:3]=[CH:2]1.S(OCC)(OCC)(=O)=O.[Cl-].[Al+3].[Cl-].[Cl-].[Cl:21][C:22]1[CH:27]=[CH:26][CH:25]=[CH:24][C:23]=1[O:28][CH3:29].Cl.[NH2:31][C:32]1[CH:37]=[CH:36][CH:35]=[CH:34][CH:33]=1, predict the reaction product. The product is: [C:32]1([NH:31][C:4](=[O:6])/[CH:3]=[CH:2]/[C:1]([C:26]2[CH:25]=[CH:24][C:23]([O:28][CH3:29])=[C:22]([Cl:21])[CH:27]=2)=[O:7])[CH:37]=[CH:36][CH:35]=[CH:34][CH:33]=1.